Dataset: Reaction yield outcomes from USPTO patents with 853,638 reactions. Task: Predict the reaction yield, written as a fraction of the theoretical maximum amount of product (1.0 means a 100% yield; for example, 0.34 means a 34% yield). (1) The reactants are [CH:1]1([N:4]2[C:8]3[C:9]([C:14]([OH:16])=O)=[C:10]([F:13])[CH:11]=[CH:12][C:7]=3[N:6]=[C:5]2[C@@H:17]([NH:19][C:20]2[N:28]=[CH:27][N:26]=[C:25]3[C:21]=2[N:22]=[CH:23][N:24]3C2CCCCO2)[CH3:18])[CH2:3][CH2:2]1.CN(C(ON1N=NC2C=CC=NC1=2)=[N+](C)C)C.F[P-](F)(F)(F)(F)F.[NH:59]1[CH2:64][CH2:63][O:62][CH2:61][CH2:60]1.CCN(C(C)C)C(C)C. The catalyst is C(Cl)Cl. The product is [CH:1]1([N:4]2[C:8]3[C:9]([C:14]([N:59]4[CH2:64][CH2:63][O:62][CH2:61][CH2:60]4)=[O:16])=[C:10]([F:13])[CH:11]=[CH:12][C:7]=3[N:6]=[C:5]2[C@@H:17]([NH:19][C:20]2[N:28]=[CH:27][N:26]=[C:25]3[C:21]=2[N:22]=[CH:23][NH:24]3)[CH3:18])[CH2:3][CH2:2]1. The yield is 0.750. (2) The reactants are C([N:8](CC1C=CC=CC=1)[C:9]1[CH:14]=[CH:13][C:12]([F:15])=[C:11]([C:16]2[C:20]([C:21]3[CH:26]=[CH:25][N:24]=[CH:23][CH:22]=3)=[CH:19][NH:18][N:17]=2)[C:10]=1[F:27])C1C=CC=CC=1.[F:35][C:36]1[CH:43]=[CH:42][C:41]([F:44])=[CH:40][C:37]=1[CH:38]=O.C([BH3-])#N.[Na+].C([O-])([O-])=O.[Na+].[Na+]. The catalyst is CO.C(O)(=O)C.O. The product is [F:35][C:36]1[CH:43]=[CH:42][C:41]([F:44])=[CH:40][C:37]=1[CH2:38][NH:8][C:9]1[CH:14]=[CH:13][C:12]([F:15])=[C:11]([C:16]2[C:20]([C:21]3[CH:26]=[CH:25][N:24]=[CH:23][CH:22]=3)=[CH:19][NH:18][N:17]=2)[C:10]=1[F:27]. The yield is 0.850. (3) The reactants are [N+:1]([C:4]1[CH:5]=[C:6](C(=NN)C)[CH:7]=[CH:8][CH:9]=1)([O-:3])=[O:2].[C:14]1([CH2:20][CH2:21][CH2:22][N:23]2[CH2:27][C:26](=O)[CH2:25][C:24]2=[O:29])[CH:19]=[CH:18][CH:17]=[CH:16][CH:15]=1.[O:30]1[CH2:35][CH2:34]OCC1. The catalyst is [O-2].[Mn+4].[O-2]. The product is [CH3:27][C:26]1([C:5]2[CH:6]=[CH:7][CH:8]=[CH:9][C:4]=2[N+:1]([O-:3])=[O:2])[CH:34]2[CH:25]1[C:24](=[O:29])[N:23]([CH2:22][CH2:21][CH2:20][C:14]1[CH:15]=[CH:16][CH:17]=[CH:18][CH:19]=1)[C:35]2=[O:30]. The yield is 0.650. (4) The reactants are Br[C:2]1[CH:3]=[C:4]2[C:9](=[CH:10][CH:11]=1)[N:8]([C:12]1[CH:17]=[CH:16][C:15]([F:18])=[CH:14][CH:13]=1)[CH:7]=[C:6]([C:19]([O:21][CH2:22][CH3:23])=[O:20])[C:5]2=[O:24].[CH3:25][Si:26]([C:29]#[CH:30])([CH3:28])[CH3:27].C(N(CC)CC)C. The catalyst is Cl[Pd](Cl)([P](C1C=CC=CC=1)(C1C=CC=CC=1)C1C=CC=CC=1)[P](C1C=CC=CC=1)(C1C=CC=CC=1)C1C=CC=CC=1.[Cu]I.CN(C=O)C. The product is [F:18][C:15]1[CH:16]=[CH:17][C:12]([N:8]2[C:9]3[C:4](=[CH:3][C:2]([C:30]#[C:29][Si:26]([CH3:28])([CH3:27])[CH3:25])=[CH:11][CH:10]=3)[C:5](=[O:24])[C:6]([C:19]([O:21][CH2:22][CH3:23])=[O:20])=[CH:7]2)=[CH:13][CH:14]=1. The yield is 0.440. (5) The reactants are [CH3:1][O:2][C:3]1[CH:12]=[CH:11][C:10]([NH:13][S:14]([C:17]2[CH:22]=[CH:21][C:20]([C:23]([F:26])([F:25])[F:24])=[CH:19][C:18]=2[N+:27]([O-])=O)(=[O:16])=[O:15])=[C:9]2[C:4]=1[CH:5]=[CH:6][CH:7]=[N:8]2.Cl[Sn]Cl. The catalyst is Cl.CCO. The product is [NH2:27][C:18]1[CH:19]=[C:20]([C:23]([F:25])([F:24])[F:26])[CH:21]=[CH:22][C:17]=1[S:14]([NH:13][C:10]1[CH:11]=[CH:12][C:3]([O:2][CH3:1])=[C:4]2[C:9]=1[N:8]=[CH:7][CH:6]=[CH:5]2)(=[O:15])=[O:16]. The yield is 0.920. (6) The reactants are [CH3:1][C:2]1[C:3]([C:18]([OH:20])=O)=[N:4][CH:5]=[C:6]([C:8]2[CH:13]=[CH:12][CH:11]=[C:10]([C:14]([F:17])([F:16])[F:15])[CH:9]=2)[CH:7]=1.F[P-](F)(F)(F)(F)F.N1(OC(N(C)C)=[N+](C)C)C2N=CC=CC=2N=N1.CCN(CC)CC.[N:52]1([CH:57]2[CH2:62][CH2:61][NH:60][CH2:59][CH2:58]2)[CH2:56][CH2:55][CH2:54][CH2:53]1. The catalyst is CN(C=O)C. The product is [CH3:1][C:2]1[C:3]([C:18]([N:60]2[CH2:61][CH2:62][CH:57]([N:52]3[CH2:56][CH2:55][CH2:54][CH2:53]3)[CH2:58][CH2:59]2)=[O:20])=[N:4][CH:5]=[C:6]([C:8]2[CH:13]=[CH:12][CH:11]=[C:10]([C:14]([F:15])([F:16])[F:17])[CH:9]=2)[CH:7]=1. The yield is 0.890.